This data is from Forward reaction prediction with 1.9M reactions from USPTO patents (1976-2016). The task is: Predict the product of the given reaction. (1) Given the reactants Cl.C(OC([N:9]1[CH2:14][CH2:13][CH:12]([O:15][C:16]2[CH:21]=[CH:20][CH:19]=[CH:18][C:17]=2[C:22]([N:24]2[CH2:38][C:27]3=[C:28]4[N:33]([N:34]=[C:26]3[C:25]2([CH3:40])[CH3:39])[C:32]([CH3:35])=[C:31]([Cl:36])[C:30]([CH3:37])=[N:29]4)=[O:23])[CH2:11][CH2:10]1)=O)(C)(C)C.O, predict the reaction product. The product is: [ClH:36].[Cl:36][C:31]1[C:30]([CH3:37])=[N:29][C:28]2[N:33]([N:34]=[C:26]3[C:25]([CH3:39])([CH3:40])[N:24]([C:22]([C:17]4[CH:18]=[CH:19][CH:20]=[CH:21][C:16]=4[O:15][CH:12]4[CH2:11][CH2:10][NH:9][CH2:14][CH2:13]4)=[O:23])[CH2:38][C:27]3=2)[C:32]=1[CH3:35]. (2) Given the reactants Br[C:2]1[CH:7]=[CH:6][CH:5]=[CH:4][C:3]=1[S:8](/[N:11]=[CH:12]/[N:13]([CH3:15])[CH3:14])(=[O:10])=[O:9].[CH3:16][C:17]1[CH:22]=[CH:21][C:20](B(O)O)=[CH:19][CH:18]=1.C(=O)([O-])[O-].[K+].[K+].CCO.C1(C)C=CC=CC=1, predict the reaction product. The product is: [CH3:14][N:13]([CH3:15])/[CH:12]=[N:11]/[S:8]([C:3]1[C:2]([C:20]2[CH:21]=[CH:22][C:17]([CH3:16])=[CH:18][CH:19]=2)=[CH:7][CH:6]=[CH:5][CH:4]=1)(=[O:10])=[O:9].